This data is from Reaction yield outcomes from USPTO patents with 853,638 reactions. The task is: Predict the reaction yield, written as a fraction of the theoretical maximum amount of product (1.0 means a 100% yield; for example, 0.34 means a 34% yield). The catalyst is O1CCCC1. The reactants are [CH2:1]([O:8][C:9]1[C:14](=[O:15])[N:13]2[CH:16]=[C:17]([CH3:20])[CH:18]=[CH:19][C:12]2=[N:11][C:10]=1[C:21]([NH:23][NH2:24])=[O:22])[C:2]1[CH:7]=[CH:6][CH:5]=[CH:4][CH:3]=1.C(=O)([O-])[O-].[Na+].[Na+].[F:31][C:32]1[CH:37]=[CH:36][C:35]([CH2:38][C:39](Cl)=[O:40])=[CH:34][CH:33]=1. The yield is 0.860. The product is [F:31][C:32]1[CH:37]=[CH:36][C:35]([CH2:38][C:39]([NH:24][NH:23][C:21]([C:10]2[N:11]=[C:12]3[CH:19]=[CH:18][C:17]([CH3:20])=[CH:16][N:13]3[C:14](=[O:15])[C:9]=2[O:8][CH2:1][C:2]2[CH:3]=[CH:4][CH:5]=[CH:6][CH:7]=2)=[O:22])=[O:40])=[CH:34][CH:33]=1.